This data is from Forward reaction prediction with 1.9M reactions from USPTO patents (1976-2016). The task is: Predict the product of the given reaction. Given the reactants C1(OC2C=CC=CC=2)C=CC=CC=1.[I:14][C:15]1[CH:20]=[CH:19][C:18]([NH:21][CH:22]=[C:23]([C:29]([O:31]CC)=O)[C:24]([O:26][CH2:27][CH3:28])=[O:25])=[CH:17][CH:16]=1, predict the reaction product. The product is: [I:14][C:15]1[CH:16]=[C:17]2[C:18](=[CH:19][CH:20]=1)[NH:21][CH:22]=[C:23]([C:24]([O:26][CH2:27][CH3:28])=[O:25])[C:29]2=[O:31].